Dataset: Reaction yield outcomes from USPTO patents with 853,638 reactions. Task: Predict the reaction yield, written as a fraction of the theoretical maximum amount of product (1.0 means a 100% yield; for example, 0.34 means a 34% yield). (1) The reactants are CC(OC(OC(OC(C)(C)C)=O)=O)(C)C.[OH:16][C:17]1[CH:26]=[CH:25][C:20]([C:21]([O:23][CH3:24])=[O:22])=[CH:19][C:18]=1I.[CH3:28][N:29](C)C.O1CCOCC1. The catalyst is O. The product is [C:28]([C:18]1[CH:19]=[C:20]([CH:25]=[CH:26][C:17]=1[OH:16])[C:21]([O:23][CH3:24])=[O:22])#[N:29]. The yield is 0.970. (2) The reactants are C(N[C:4]1[C:9]([N+:10]([O-:12])=[O:11])=[CH:8][CH:7]=[CH:6][CH:5]=1)C.Cl.N([O-])=O.[Na+].[C:18]([Cu])#[N:19].[C-]#N.[K+].[CH3:24][CH2:25]O. The catalyst is O. The product is [CH2:24]([C:5]1[CH:6]=[CH:7][CH:8]=[C:9]([N+:10]([O-:12])=[O:11])[C:4]=1[C:18]#[N:19])[CH3:25]. The yield is 0.330. (3) The reactants are [CH:1](=O)[C:2]1[CH:7]=[CH:6][CH:5]=[CH:4][CH:3]=1.[C:9]([O:13][C:14](=[O:19])[NH:15][CH2:16][CH2:17][NH2:18])([CH3:12])([CH3:11])[CH3:10].C(O[BH-](OC(=O)C)OC(=O)C)(=O)C.[Na+].ClCCl. The catalyst is ClCCCl. The product is [C:9]([O:13][C:14](=[O:19])[NH:15][CH2:16][CH2:17][NH:18][CH2:1][C:2]1[CH:7]=[CH:6][CH:5]=[CH:4][CH:3]=1)([CH3:12])([CH3:10])[CH3:11]. The yield is 0.600. (4) The reactants are [F:1][C:2]([F:11])([F:10])[CH2:3][CH:4]1[CH2:8][NH:7][C:6](=O)[CH2:5]1.[H-].[H-].[H-].[H-].[Li+].[Al+3]. The catalyst is C1COCC1. The product is [F:1][C:2]([F:11])([F:10])[CH2:3][CH:4]1[CH2:5][CH2:6][NH:7][CH2:8]1. The yield is 0.770.